From a dataset of Catalyst prediction with 721,799 reactions and 888 catalyst types from USPTO. Predict which catalyst facilitates the given reaction. (1) Reactant: [Cl:1][C:2]1[N:7]=[C:6](Cl)[CH:5]=[CH:4][N:3]=1.[OH:9][C:10]1[CH:38]=[CH:37][CH:36]=[CH:35][C:11]=1[CH2:12][NH:13][C:14]([NH:16][C:17]1[N:21]([C:22]2[CH:27]=[CH:26][C:25]([CH:28]([CH3:30])[CH3:29])=[CH:24][CH:23]=2)[N:20]=[C:19]([C:31]([CH3:34])([CH3:33])[CH3:32])[CH:18]=1)=[O:15].[OH-].[Na+].[Cl-].[NH4+]. Product: [Cl:1][C:2]1[N:7]=[C:6]([O:9][C:10]2[CH:38]=[CH:37][CH:36]=[CH:35][C:11]=2[CH2:12][NH:13][C:14]([NH:16][C:17]2[N:21]([C:22]3[CH:27]=[CH:26][C:25]([CH:28]([CH3:30])[CH3:29])=[CH:24][CH:23]=3)[N:20]=[C:19]([C:31]([CH3:32])([CH3:34])[CH3:33])[CH:18]=2)=[O:15])[CH:5]=[CH:4][N:3]=1. The catalyst class is: 21. (2) Reactant: Cl[C:2]1[C:7]([C:8]#[N:9])=[C:6]([NH:10][CH2:11][CH2:12][OH:13])[N:5]=[C:4]([NH:14][CH:15]2[CH2:17][CH2:16]2)[N:3]=1.[F:18][C:19]1[CH:24]=[CH:23][C:22]([N:25]2[CH2:30][CH2:29][NH:28][CH2:27][CH2:26]2)=[CH:21][CH:20]=1.C(N(C(C)C)C(C)C)C. Product: [CH:15]1([NH:14][C:4]2[N:3]=[C:2]([N:28]3[CH2:27][CH2:26][N:25]([C:22]4[CH:21]=[CH:20][C:19]([F:18])=[CH:24][CH:23]=4)[CH2:30][CH2:29]3)[C:7]([C:8]#[N:9])=[C:6]([NH:10][CH2:11][CH2:12][OH:13])[N:5]=2)[CH2:17][CH2:16]1. The catalyst class is: 12. (3) Reactant: [F:1][C:2]1([F:36])[C:4]2([CH2:8][C@@H:7]([C:9](=[O:28])[NH:10][CH2:11][C:12]3[CH:17]=[C:16]([C:18]4[CH:19]=[N:20][C:21]([C:24]([F:27])([F:26])[F:25])=[CH:22][CH:23]=4)[N:15]=[CH:14][N:13]=3)[N:6](C(OC(C)(C)C)=O)[CH2:5]2)[CH2:3]1.Cl. Product: [F:36][C:2]1([F:1])[C:4]2([CH2:8][C@@H:7]([C:9]([NH:10][CH2:11][C:12]3[CH:17]=[C:16]([C:18]4[CH:19]=[N:20][C:21]([C:24]([F:26])([F:27])[F:25])=[CH:22][CH:23]=4)[N:15]=[CH:14][N:13]=3)=[O:28])[NH:6][CH2:5]2)[CH2:3]1. The catalyst class is: 12. (4) Reactant: [F-].C([N+](CCCC)(CCCC)CCCC)CCC.[Si]([O:26][C:27]1([C:41]2[S:42][C:43]([C:46]3[CH:51]=[C:50]([CH3:52])[CH:49]=[C:48]([NH:53][C:54]4[CH:59]=[C:58]([CH:60]([F:62])[CH3:61])[CH:57]=[CH:56][N:55]=4)[N:47]=3)=[CH:44][N:45]=2)[CH2:36][CH2:35][CH2:34][C:33]2[CH:32]=[C:31]([C:37]([O:39][CH3:40])=[O:38])[CH:30]=[CH:29][C:28]1=2)(C(C)(C)C)(C)C. Product: [F:62][CH:60]([C:58]1[CH:57]=[CH:56][N:55]=[C:54]([NH:53][C:48]2[N:47]=[C:46]([C:43]3[S:42][C:41]([C:27]4([OH:26])[CH2:36][CH2:35][CH2:34][C:33]5[CH:32]=[C:31]([C:37]([O:39][CH3:40])=[O:38])[CH:30]=[CH:29][C:28]4=5)=[N:45][CH:44]=3)[CH:51]=[C:50]([CH3:52])[CH:49]=2)[CH:59]=1)[CH3:61]. The catalyst class is: 1. (5) Reactant: CC(C[AlH]CC(C)C)C.[F:10][C:11]([F:31])([F:30])[C:12]1[CH:17]=[CH:16][C:15]([C:18]([F:21])([F:20])[F:19])=[CH:14][C:13]=1[CH:22]([CH2:27][CH2:28][CH3:29])[C:23](OC)=[O:24].C(C(C(C([O-])=O)O)O)([O-])=O.[K+].[Na+]. Product: [F:10][C:11]([F:30])([F:31])[C:12]1[CH:17]=[CH:16][C:15]([C:18]([F:19])([F:20])[F:21])=[CH:14][C:13]=1[CH:22]([CH2:27][CH2:28][CH3:29])[CH2:23][OH:24]. The catalyst class is: 1.